From a dataset of Full USPTO retrosynthesis dataset with 1.9M reactions from patents (1976-2016). Predict the reactants needed to synthesize the given product. (1) Given the product [CH:1]1([C:4]2[NH:8][N:7]=[C:6]([N:9]3[CH:29]=[N:16][C:15]4[C:10]3=[N:11][C:12]([NH:19][C@H:20]([C:22]3[N:27]=[CH:26][C:25]([F:28])=[CH:24][N:23]=3)[CH3:21])=[N:13][CH:14]=4)[CH:5]=2)[CH2:3][CH2:2]1, predict the reactants needed to synthesize it. The reactants are: [CH:1]1([C:4]2[NH:8][N:7]=[C:6]([NH:9][C:10]3[C:15]([N+:16]([O-])=O)=[CH:14][N:13]=[C:12]([NH:19][C@H:20]([C:22]4[N:27]=[CH:26][C:25]([F:28])=[CH:24][N:23]=4)[CH3:21])[N:11]=3)[CH:5]=2)[CH2:3][CH2:2]1.[CH2:29](O)C.C(O)(=O)C.C(N)=N.C(OCC)(=O)C. (2) The reactants are: [Cl:1][C:2]1[CH:9]=[CH:8][C:7]([N+:10]([O-:12])=[O:11])=[CH:6][C:3]=1[CH:4]=O.[CH3:13][NH2:14].[BH4-].[Na+].[CH3:17][C:18]([O:21][C:22]([O:24]C(OC(C)(C)C)=O)=O)([CH3:20])[CH3:19]. Given the product [Cl:1][C:2]1[CH:9]=[CH:8][C:7]([N+:10]([O-:12])=[O:11])=[CH:6][C:3]=1[CH2:4][N:14]([CH3:13])[C:22](=[O:24])[O:21][C:18]([CH3:20])([CH3:19])[CH3:17], predict the reactants needed to synthesize it. (3) Given the product [O:37]=[C:9]1[C:10]2[C:15](=[CH:14][C:13]([C:17]3[CH:18]=[CH:19][C:20]([NH:23][C:24]([NH:26][C:27]4[CH:32]=[CH:31][CH:30]=[C:29]([C:33]([F:34])([F:36])[F:35])[CH:28]=4)=[O:25])=[CH:21][CH:22]=3)=[CH:12][CH:11]=2)[CH2:16][N:8]1[CH2:3][C:4]([O:6][CH3:7])=[O:5], predict the reactants needed to synthesize it. The reactants are: CC(C)[C@@H:3]([N:8]1[CH2:16][C:15]2[C:10](=[CH:11][CH:12]=[C:13]([C:17]3[CH:22]=[CH:21][C:20]([NH:23][C:24]([NH:26][C:27]4[CH:32]=[CH:31][CH:30]=[C:29]([C:33]([F:36])([F:35])[F:34])[CH:28]=4)=[O:25])=[CH:19][CH:18]=3)[CH:14]=2)[C:9]1=[O:37])[C:4]([O:6][CH3:7])=[O:5].BrC1C=C2C(=CC=1)C(=O)N(CC(OC)=O)C2.CC1(C)C(C)(C)OB(C2C=CC(NC(NC3C=CC=C(C(F)(F)F)C=3)=O)=CC=2)O1. (4) Given the product [Cl:1][C:2]1[N:10]=[C:9]2[C:5]([NH:6][CH:7]=[N:8]2)=[C:4]([NH:19][CH2:12][C:13]2[CH:18]=[CH:17][CH:16]=[CH:15][CH:14]=2)[N:3]=1, predict the reactants needed to synthesize it. The reactants are: [Cl:1][C:2]1[N:10]=[C:9]2[C:5]([NH:6][CH:7]=[N:8]2)=[C:4](Cl)[N:3]=1.[CH2:12]([NH2:19])[C:13]1[CH:18]=[CH:17][CH:16]=[CH:15][CH:14]=1.C(N(CC)CC)C.